From a dataset of Forward reaction prediction with 1.9M reactions from USPTO patents (1976-2016). Predict the product of the given reaction. (1) The product is: [C:1]([C:3]1[CH:8]=[CH:7][C:6]([N:9]2[C@H:13]3[CH2:14][CH2:15][CH2:16][CH2:17][C@@H:12]3[N:11]([C:18]3[CH:28]=[CH:27][C:21]([C:22]([OH:24])=[O:23])=[CH:20][CH:19]=3)[C:10]2=[O:29])=[CH:5][C:4]=1[C:30]([F:33])([F:31])[F:32])#[N:2]. Given the reactants [C:1]([C:3]1[CH:8]=[CH:7][C:6]([N:9]2[C@H:13]3[CH2:14][CH2:15][CH2:16][CH2:17][C@@H:12]3[N:11]([C:18]3[CH:28]=[CH:27][C:21]([C:22]([O:24]CC)=[O:23])=[CH:20][CH:19]=3)[C:10]2=[O:29])=[CH:5][C:4]=1[C:30]([F:33])([F:32])[F:31])#[N:2].[OH-].[Na+], predict the reaction product. (2) Given the reactants [Br:1]Br.C1(P(C2C=CC=CC=2)C2C=CC=CC=2)C=CC=CC=1.[C:22]1([C:28]2[S:29][CH:30]=[C:31]([CH2:33]O)[N:32]=2)[CH:27]=[CH:26][CH:25]=[CH:24][CH:23]=1, predict the reaction product. The product is: [Br:1][CH2:33][C:31]1[N:32]=[C:28]([C:22]2[CH:27]=[CH:26][CH:25]=[CH:24][CH:23]=2)[S:29][CH:30]=1. (3) Given the reactants [Si]([O:18][CH2:19][C:20]1[CH:21]=[C:22]([OH:36])[CH:23]=[C:24]([CH2:26][O:27][C:28]2[CH:33]=[CH:32][C:31]([Cl:34])=[CH:30][C:29]=2[Cl:35])[CH:25]=1)(C(C)(C)C)(C1C=CC=CC=1)C1C=CC=CC=1.[CH2:37](P(CCCC)CCCC)[CH2:38]CC.N(C(N1CCCCC1)=O)=NC(N1CCCCC1)=O.[F-].C([N+](CCCC)(CCCC)CCCC)CCC.C(=O)([O-])O.[Na+], predict the reaction product. The product is: [Cl:35][C:29]1[CH:30]=[C:31]([Cl:34])[CH:32]=[CH:33][C:28]=1[O:27][CH2:26][C:24]1[CH:25]=[C:20]([CH2:19][OH:18])[CH:21]=[C:22]([O:36][CH2:37][CH3:38])[CH:23]=1. (4) Given the reactants [CH2:1]([O:8][CH2:9][CH:10]([N:20]1[C:24]2=[N:25][C:26]([CH2:40][CH3:41])=[C:27]([C:29]3[C:30]([O:38][CH3:39])=[N:31][C:32]([CH:35]([CH3:37])[CH3:36])=[CH:33][CH:34]=3)[N:28]=[C:23]2[C:22]([CH3:42])=[N:21]1)[CH2:11][O:12]CC1C=CC=CC=1)[C:2]1[CH:7]=[CH:6][CH:5]=[CH:4][CH:3]=1, predict the reaction product. The product is: [CH2:1]([O:8][CH2:9][CH:10]([N:20]1[C:24]2=[N:25][C:26]([CH2:40][CH3:41])=[C:27]([C:29]3[C:30]([O:38][CH3:39])=[N:31][C:32]([CH:35]([CH3:37])[CH3:36])=[CH:33][CH:34]=3)[N:28]=[C:23]2[C:22]([CH3:42])=[N:21]1)[CH2:11][OH:12])[C:2]1[CH:7]=[CH:6][CH:5]=[CH:4][CH:3]=1.[CH2:40]([C:26]1[N:25]=[C:24]2[N:20]([CH:10]([CH2:11][OH:12])[CH2:9][OH:8])[N:21]=[C:22]([CH3:42])[C:23]2=[N:28][C:27]=1[C:29]1[C:30]([O:38][CH3:39])=[N:31][C:32]([CH:35]([CH3:36])[CH3:37])=[CH:33][CH:34]=1)[CH3:41].